From a dataset of Catalyst prediction with 721,799 reactions and 888 catalyst types from USPTO. Predict which catalyst facilitates the given reaction. Reactant: [CH2:1]([O:8][C:9]([NH:11][CH:12]([CH2:18][C:19]1[C:24]([NH:25][C:26](OC(C)(C)C)=[O:27])=[CH:23][CH:22]=[C:21]([C:33]2[CH:38]=[CH:37][CH:36]=[CH:35][CH:34]=2)[N:20]=1)C(OCC)=O)=[O:10])[C:2]1[CH:7]=[CH:6][CH:5]=[CH:4][CH:3]=1. Product: [O:27]=[C:26]1[CH:12]([NH:11][C:9](=[O:10])[O:8][CH2:1][C:2]2[CH:3]=[CH:4][CH:5]=[CH:6][CH:7]=2)[CH2:18][C:19]2[C:24](=[CH:23][CH:22]=[C:21]([C:33]3[CH:38]=[CH:37][CH:36]=[CH:35][CH:34]=3)[N:20]=2)[NH:25]1. The catalyst class is: 137.